This data is from Full USPTO retrosynthesis dataset with 1.9M reactions from patents (1976-2016). The task is: Predict the reactants needed to synthesize the given product. (1) Given the product [CH3:1][O:2][C:3](=[O:20])[C@@H:4]([NH:12][C:13]([O:15][C:16]([CH3:17])([CH3:19])[CH3:18])=[O:14])[C@H:5]1[CH2:6][CH2:7][C@@H:8]([O:11][S:31]([CH3:30])(=[O:33])=[O:32])[CH2:9][CH2:10]1, predict the reactants needed to synthesize it. The reactants are: [CH3:1][O:2][C:3](=[O:20])[C@@H:4]([NH:12][C:13]([O:15][C:16]([CH3:19])([CH3:18])[CH3:17])=[O:14])[C@H:5]1[CH2:10][CH2:9][C@@H:8]([OH:11])[CH2:7][CH2:6]1.C(N(C(C)C)CC)(C)C.[CH3:30][S:31](Cl)(=[O:33])=[O:32]. (2) Given the product [CH3:13][O:12][CH2:11][CH2:10][NH:9][CH2:8][C:6]1[CH:5]=[CH:4][CH:3]=[C:2]([C:17]#[C:16][CH2:15][CH2:14][N:18]2[CH2:23][CH2:22][CH2:21][CH2:20][CH2:19]2)[N:7]=1, predict the reactants needed to synthesize it. The reactants are: Br[C:2]1[N:7]=[C:6]([CH2:8][NH:9][CH2:10][CH2:11][O:12][CH3:13])[CH:5]=[CH:4][CH:3]=1.[CH2:14]([N:18]1[CH2:23][CH2:22][CH2:21][CH2:20][CH2:19]1)[CH2:15][C:16]#[CH:17]. (3) Given the product [CH3:31][O:65][C:21]1[CH:16]=[CH:17][C:18]([O:22][C:23]2[CH:24]=[C:25]([CH2:26][NH:27][C:4](=[O:6])[C:3]3[CH:7]=[CH:8][C:9]([CH2:11][O:12][CH3:13])=[N:10][C:2]=3[NH2:1])[CH:28]=[CH:29][CH:30]=2)=[CH:19][CH:20]=1, predict the reactants needed to synthesize it. The reactants are: [NH2:1][C:2]1[N:10]=[C:9]([CH2:11][O:12][CH3:13])[CH:8]=[CH:7][C:3]=1[C:4]([OH:6])=O.CO[C:16]1[CH:17]=[C:18]([O:22][C:23]2[CH:24]=[C:25]([CH:28]=[CH:29][CH:30]=2)[CH2:26][NH2:27])[CH:19]=[CH:20][CH:21]=1.[CH2:31](N(CC)CC)C.CN([P+](ON1N=NC2C=CC=CC1=2)(N(C)C)N(C)C)C.F[P-](F)(F)(F)(F)F.[OH2:65]. (4) Given the product [S:19]([C:23]1[CH:29]=[CH:28][C:26]([CH3:27])=[CH:25][CH:24]=1)([OH:22])(=[O:21])=[O:20].[S:30]([C:34]1[CH:40]=[CH:39][C:37]([CH3:38])=[CH:36][CH:35]=1)([OH:33])(=[O:32])=[O:31].[CH:41]1([OH:47])[CH2:46][CH2:45][CH2:44][CH2:43][CH2:42]1, predict the reactants needed to synthesize it. The reactants are: O1CCCCC1OC1CCCCO1.[Li]CCCC.[S:19]([C:23]1[CH:29]=[CH:28][C:26]([CH3:27])=[CH:25][CH:24]=1)([OH:22])(=[O:21])=[O:20].[S:30]([C:34]1[CH:40]=[CH:39][C:37]([CH3:38])=[CH:36][CH:35]=1)([OH:33])(=[O:32])=[O:31].[C:41]1(=[O:47])[CH2:46][CH2:45][CH2:44][CH2:43][CH2:42]1. (5) Given the product [CH3:16][O:17][C:18](=[O:28])[C@@H:19]([NH:20][C:30]([C@@H:31]1[C@@H:1]([CH2:2][CH2:3][CH2:13][CH3:14])[O:6]1)=[O:29])[CH2:21][C:22]1[CH:27]=[CH:26][CH:25]=[CH:24][CH:23]=1, predict the reactants needed to synthesize it. The reactants are: [C:1](Cl)(=[O:6])[C:2](C)(C)[CH3:3].C(N([CH2:13][CH3:14])CC)C.Cl.[CH3:16][O:17][C:18](=[O:28])[C@H:19]([CH2:21][C:22]1[CH:27]=[CH:26][CH:25]=[CH:24][CH:23]=1)[NH2:20].[O:29]1CC[CH2:31][CH2:30]1. (6) Given the product [CH:2]1[C:36]2[C:31](=[CH:30][CH:29]=[CH:28][CH:27]=2)[CH:32]=[CH:33][C:1]=1[O:3][C:4]([CH2:6][C:7]1[C:8](=[O:13])[CH2:9][C@@H:10]([O:12][Si:23]([C:19]([CH3:22])([CH3:21])[CH3:20])([CH3:26])[CH3:25])[CH:11]=1)=[O:5], predict the reactants needed to synthesize it. The reactants are: [CH2:1]([O:3][C:4]([CH2:6][C:7]1[C:8](=[O:13])[CH2:9][C@@H:10]([OH:12])[CH:11]=1)=[O:5])[CH3:2].N1C=CN=C1.[C:19]([Si:23]([CH3:26])([CH3:25])Cl)([CH3:22])([CH3:21])[CH3:20].[CH:27]1[C:36]2[C:31](=[CH:32][CH:33]=CC=2)[CH:30]=[CH:29][C:28]=1O.C1(N=C=NC2CCCCC2)CCCCC1. (7) Given the product [CH3:17][O:18][C:19](=[O:33])[C@@H:20]([NH:29][C:30](=[O:32])[CH3:31])[CH2:21][C:22]1[CH:27]=[CH:26][CH:25]=[C:24]([OH:28])[CH:23]=1.[CH3:34][O:35][C:36](=[O:50])[C@H:37]([NH:46][C:47](=[O:49])[CH3:48])[CH2:38][C:39]1[CH:44]=[CH:43][CH:42]=[C:41]([OH:45])[CH:40]=1, predict the reactants needed to synthesize it. The reactants are: C(N[C@@H](CC1C=CC=C(O)C=1)C(O)=O)(=O)C.[CH3:17][O:18][C:19](=[O:33])[C@H:20]([NH:29][C:30](=[O:32])[CH3:31])[CH2:21][C:22]1[CH:27]=[CH:26][CH:25]=[C:24]([OH:28])[CH:23]=1.[CH3:34][O:35][C:36](=[O:50])[CH:37]([NH:46][C:47](=[O:49])[CH3:48])[CH2:38][C:39]1[CH:44]=[CH:43][CH:42]=[C:41]([OH:45])[CH:40]=1.[OH-].[Na+]. (8) Given the product [CH3:1][O:2][C:3]([C:5]1[N:6]([CH3:11])[N:7]=[C:8]([NH:10][CH2:16][C:15]2[CH:18]=[CH:19][CH:20]=[C:13]([Cl:12])[CH:14]=2)[CH:9]=1)=[O:4], predict the reactants needed to synthesize it. The reactants are: [CH3:1][O:2][C:3]([C:5]1[N:6]([CH3:11])[N:7]=[C:8]([NH2:10])[CH:9]=1)=[O:4].[Cl:12][C:13]1[CH:14]=[C:15]([CH:18]=[CH:19][CH:20]=1)[CH:16]=O.FC(F)(F)C(O)=O.C([SiH](CC)CC)C.